From a dataset of Full USPTO retrosynthesis dataset with 1.9M reactions from patents (1976-2016). Predict the reactants needed to synthesize the given product. (1) Given the product [O:38]1[CH2:42][CH2:41][CH:40]([CH2:43][NH:44][C:17]([C:16]2[CH:15]=[C:14]([CH2:13][CH2:12][CH2:11][C:3]3[CH:2]=[N:1][C:10]4[C:5]([CH:4]=3)=[CH:6][CH:7]=[CH:8][CH:9]=4)[O:23][N:32]=2)=[O:19])[CH2:39]1, predict the reactants needed to synthesize it. The reactants are: [N:1]1[C:10]2[C:5](=[CH:6][CH:7]=[CH:8][CH:9]=2)[CH:4]=[C:3]([CH2:11][CH2:12][CH2:13][C:14](=[O:23])[CH2:15][C:16](=O)[C:17]([O:19]CC)=O)[CH:2]=1.Cl.NO.[OH-].[K+].Cl.C([N:32](CC)CC)C.Cl.[O:38]1[CH2:42][CH2:41][CH:40]([CH2:43][NH2:44])[CH2:39]1.ON1C2C=CC=CC=2N=N1.Cl.C(N=C=NCCCN(C)C)C. (2) The reactants are: C([O:3][C:4](=[O:33])[CH2:5][O:6][CH:7]1[CH2:11][CH2:10][N:9]([CH2:12][CH:13]([N:20]([C:22](=[O:32])[CH2:23][C:24]2[CH:29]=[CH:28][C:27]([Cl:30])=[C:26]([Cl:31])[CH:25]=2)[CH3:21])[C:14]2[CH:19]=[CH:18][CH:17]=[CH:16][CH:15]=2)[CH2:8]1)C.[OH-].[Li+].Cl.C(OCC)(=O)C. Given the product [Cl:31][C:26]1[CH:25]=[C:24]([CH2:23][C:22]([N:20]([CH3:21])[CH:13]([C:14]2[CH:15]=[CH:16][CH:17]=[CH:18][CH:19]=2)[CH2:12][N:9]2[CH2:10][CH2:11][CH:7]([O:6][CH2:5][C:4]([OH:33])=[O:3])[CH2:8]2)=[O:32])[CH:29]=[CH:28][C:27]=1[Cl:30], predict the reactants needed to synthesize it. (3) Given the product [CH:1]([OH:3])=[O:2].[C:57]1([C:49]2([C:51]3[CH:56]=[CH:55][CH:54]=[CH:53][CH:52]=3)[CH2:50][CH:46]([CH2:45][CH2:44][CH2:43][N:97]3[CH2:98][CH2:99][N:94]([C:91]4[CH:92]=[CH:93][C:88]([CH3:100])=[CH:89][CH:90]=4)[CH2:95][CH2:96]3)[O:47][C:48]2=[O:63])[CH:58]=[CH:59][CH:60]=[CH:61][CH:62]=1, predict the reactants needed to synthesize it. The reactants are: [CH:1]([OH:3])=[O:2].C(C1C=CC=CC=1N1CCN(CCC2C3(CCCCC3)CC(=O)O2)CC1)(C)C.CC1C=CC(S(O[CH2:43][CH2:44][CH2:45][CH:46]2[CH2:50][C:49]([C:57]3[CH:62]=[CH:61][CH:60]=[CH:59][CH:58]=3)([C:51]3[CH:56]=[CH:55][CH:54]=[CH:53][CH:52]=3)[C:48](=[O:63])[O:47]2)(=O)=O)=CC=1.CC1C=CC(S(OCCC2C3(CCCCC3)CC(=O)O2)(=O)=O)=CC=1.[C:88]1([CH3:100])[CH:93]=[CH:92][C:91]([N:94]2[CH2:99][CH2:98][NH:97][CH2:96][CH2:95]2)=[CH:90][CH:89]=1.C(C1C=CC=CC=1N1CCNCC1)(C)C.